This data is from Kir2.1 potassium channel HTS with 301,493 compounds. The task is: Binary Classification. Given a drug SMILES string, predict its activity (active/inactive) in a high-throughput screening assay against a specified biological target. (1) The drug is S(c1n(CC)c(nn1)c1nccnc1)Cc1ccc(cc1)C. The result is 0 (inactive). (2) The compound is Fc1ccc(C2N(N=C(C2)c2ccc(F)cc2)C(=O)Nc2ccc(cc2)C)cc1. The result is 0 (inactive). (3) The compound is S(c1nc(N(NC(=O)c2ccc(F)cc2)C)c2c(n1)cccc2)C. The result is 0 (inactive). (4) The result is 0 (inactive). The molecule is Clc1c(NC(=O)CSc2nc([nH]n2)N)ncc(c1)C(F)(F)F. (5) The molecule is ClC(Cl)(Cl)C1(OCCO1)NC(=O)NC(=O)c1ccc(OC)cc1. The result is 0 (inactive). (6) The compound is S\1c2c(C(=O)C1=C/Nc1cc([N+]([O-])=O)ccc1O)cccc2. The result is 0 (inactive).